Dataset: Full USPTO retrosynthesis dataset with 1.9M reactions from patents (1976-2016). Task: Predict the reactants needed to synthesize the given product. (1) Given the product [CH:26]1[C:17]2[S:16][C:14]3[C:15]4[C:6]([N:7]=[C:8]5[C:13]=3[CH:12]=[CH:11][CH:10]=[CH:9]5)=[CH:5][CH:4]=[CH:3][C:2]=4[C:18]=2[CH:19]=[C:20]([C:21]([O:23][CH3:24])=[O:22])[CH:25]=1, predict the reactants needed to synthesize it. The reactants are: Br[C:2]1[C:15]2[C:6](=[N:7][C:8]3[C:13]([C:14]=2[S:16][C:17]2[CH:26]=[CH:25][C:20]([C:21]([O:23][CH3:24])=[O:22])=[CH:19][CH:18]=2)=[CH:12][CH:11]=[CH:10][CH:9]=3)[CH:5]=[CH:4][CH:3]=1.C1CCN2C(=NCCC2)CC1. (2) Given the product [Cl:19][C:20]1[CH:27]=[CH:26][C:23]([CH2:24][NH:25][C:28]([C:13]2[CH:14]=[CH:15][C:18]3[C:13](=[C:14]([N:10]4[CH2:4][CH2:3][N:2]([CH3:1])[CH2:7][CH2:6]4)[CH:15]=[CH:16][CH:17]=3)[CH:18]=2)=[O:31])=[CH:22][CH:21]=1, predict the reactants needed to synthesize it. The reactants are: [CH3:1][N:2]1[CH2:7][CH2:6]O[CH2:4][CH2:3]1.O.O[N:10]1[C:14]2[CH:15]=[CH:16][CH:17]=[CH:18][C:13]=2N=N1.[Cl:19][C:20]1[CH:27]=[CH:26][C:23]([CH2:24][NH2:25])=[CH:22][CH:21]=1.[C:28](=[O:31])([O-])[O-].[Na+].[Na+]. (3) Given the product [O:29]1[C@H:12]2[CH2:11][CH:10]3[C@:15]([CH3:16])([CH2:14][C@@H:13]12)[C@@H:17]1[C@H:7]([C@H:6]2[C@@:2]([CH2:19][CH2:18]1)([CH3:1])[C:3](=[O:20])[CH2:4][CH2:5]2)[CH2:8][CH2:9]3, predict the reactants needed to synthesize it. The reactants are: [CH3:1][C@:2]12[CH2:19][CH2:18][C@H:17]3[C@@H:7]([CH2:8][CH2:9][C@@H:10]4[C@:15]3([CH3:16])[CH2:14][CH:13]=[CH:12][CH2:11]4)[C@@H:6]1[CH2:5][CH2:4][C:3]2=[O:20].C1C=C(Cl)C=C(C(OO)=[O:29])C=1. (4) Given the product [C:1]12([N:11]3[CH2:15][C@@H:14]([OH:16])[C@H:13]([CH2:38][C:39]4[C:44]([Cl:45])=[CH:43][CH:42]=[CH:41][C:40]=4[Cl:46])[C:12]3=[O:17])[CH2:2][CH:3]3[CH2:9][CH:7]([CH2:6][CH:5]([CH2:4]3)[CH2:10]1)[CH2:8]2, predict the reactants needed to synthesize it. The reactants are: [C:1]12([N:11]3[CH2:15][C@@H:14]([OH:16])[CH2:13][C:12]3=[O:17])[CH2:10][CH:5]3[CH2:6][CH:7]([CH2:9][CH:3]([CH2:4]3)[CH2:2]1)[CH2:8]2.C([N-]C(C)C)(C)C.[Li+].CN(C)P(=O)(N(C)C)N(C)C.Cl[CH2:38][C:39]1[C:44]([Cl:45])=[CH:43][CH:42]=[CH:41][C:40]=1[Cl:46]. (5) Given the product [C:34]([O:38][C:31](=[O:33])[NH:28][C:3]1[CH:4]=[CH:5][S:1][CH:2]=1)([CH3:37])([CH3:36])[CH3:35], predict the reactants needed to synthesize it. The reactants are: [S:1]1[CH:5]=[CH:4][C:3](C(O)=O)=[CH:2]1.C1(P(N=[N+]=[N-])(C2C=CC=CC=2)=O)C=CC=CC=1.C([N:28]([CH2:31]C)CC)C.[OH2:33].[C:34]([OH:38])([CH3:37])([CH3:36])[CH3:35].